From a dataset of Catalyst prediction with 721,799 reactions and 888 catalyst types from USPTO. Predict which catalyst facilitates the given reaction. (1) Reactant: C(O[C:4]([C:6]1[C:7]2[S:15][CH:14]=[C:13]([CH2:16][O:17][C:18]3[CH:23]=[CH:22][CH:21]=[C:20]([O:24][CH2:25][CH2:26][C:27]4[CH:32]=[CH:31][C:30]([Cl:33])=[CH:29][CH:28]=4)[CH:19]=3)[C:8]=2[C:9]([NH2:12])=[N:10][CH:11]=1)=[O:5])C.[CH2:34]([CH2:36][NH2:37])[OH:35]. Product: [OH:35][CH2:34][CH2:36][NH:37][C:4]([C:6]1[C:7]2[S:15][CH:14]=[C:13]([CH2:16][O:17][C:18]3[CH:23]=[CH:22][CH:21]=[C:20]([O:24][CH2:25][CH2:26][C:27]4[CH:28]=[CH:29][C:30]([Cl:33])=[CH:31][CH:32]=4)[CH:19]=3)[C:8]=2[C:9]([NH2:12])=[N:10][CH:11]=1)=[O:5]. The catalyst class is: 16. (2) Reactant: [Cl:1][C:2]1[N:7]=[C:6]2[CH:8]=[C:9]([C:11]([O:13][CH3:14])=[O:12])[NH:10][C:5]2=[CH:4][CH:3]=1.C(=O)([O-])[O-].[Cs+].[Cs+].Br[CH2:22][CH2:23][CH2:24][CH2:25][F:26].O. Product: [Cl:1][C:2]1[N:7]=[C:6]2[CH:8]=[C:9]([C:11]([O:13][CH3:14])=[O:12])[N:10]([CH2:22][CH2:23][CH2:24][CH2:25][F:26])[C:5]2=[CH:4][CH:3]=1. The catalyst class is: 3. (3) Reactant: B(Br)(Br)Br.Cl.C[O:7][C:8]1[CH:9]=[C:10]2[C:15](=[CH:16][CH:17]=1)[C:14]([O:18][C:19]1[CH:24]=[CH:23][C:22]([O:25][CH2:26][CH2:27][N:28]3[CH2:33][CH2:32][CH2:31][CH2:30][CH2:29]3)=[CH:21][CH:20]=1)=[C:13]([C:34]1[C:35]([C:39]#[N:40])=[CH:36][S:37][CH:38]=1)[CH:12]=[CH:11]2. The catalyst class is: 4. Product: [OH:7][C:8]1[CH:9]=[C:10]2[C:15](=[CH:16][CH:17]=1)[C:14]([O:18][C:19]1[CH:20]=[CH:21][C:22]([O:25][CH2:26][CH2:27][N:28]3[CH2:33][CH2:32][CH2:31][CH2:30][CH2:29]3)=[CH:23][CH:24]=1)=[C:13]([C:34]1[C:35]([C:39]#[N:40])=[CH:36][S:37][CH:38]=1)[CH:12]=[CH:11]2. (4) Reactant: S(=O)(=O)(O)O.[NH2:6][C:7]1[CH:8]=[C:9]([OH:17])[C:10](=[CH:15][CH:16]=1)[C:11](OC)=[O:12].[OH-].[NH4+:19]. Product: [NH2:6][C:7]1[CH:8]=[C:9]([OH:17])[C:10](=[CH:15][CH:16]=1)[C:11]([NH2:19])=[O:12]. The catalyst class is: 5. (5) Reactant: [CH3:1][C:2]([CH3:20])=[CH:3][C:4]1[CH:13]=[C:12]2[C:7]([CH:8]=[C:9]([NH:14][C:15]([CH:17]3[CH2:19][CH2:18]3)=[O:16])[N:10]=[CH:11]2)=[CH:6][CH:5]=1.C(OCC)(=O)C.C(O)C. Product: [CH2:3]([C:4]1[CH:13]=[C:12]2[C:7]([CH:8]=[C:9]([NH:14][C:15]([CH:17]3[CH2:19][CH2:18]3)=[O:16])[N:10]=[CH:11]2)=[CH:6][CH:5]=1)[CH:2]([CH3:20])[CH3:1]. The catalyst class is: 45. (6) Reactant: C[O:2][C:3]([C:5]1[CH:13]=[C:12]2[C:8]([CH:9]=[CH:10][NH:11]2)=[C:7]([C:14]2[NH:15][C:16]3[C:21]([N:22]=2)=[C:20]([N:23]2[CH2:28][CH2:27][O:26][CH2:25][C@H:24]2[CH3:29])[N:19]=[C:18]([N:30]2[CH2:35][CH2:34][O:33][CH2:32][C@H:31]2[CH3:36])[N:17]=3)[CH:6]=1)=O.[H-].[H-].[H-].[H-].[Li+].[Al+3]. Product: [CH3:36][C@@H:31]1[CH2:32][O:33][CH2:34][CH2:35][N:30]1[C:18]1[N:17]=[C:16]2[C:21]([N:22]=[C:14]([C:7]3[CH:6]=[C:5]([CH2:3][OH:2])[CH:13]=[C:12]4[C:8]=3[CH:9]=[CH:10][NH:11]4)[NH:15]2)=[C:20]([N:23]2[CH2:28][CH2:27][O:26][CH2:25][C@H:24]2[CH3:29])[N:19]=1. The catalyst class is: 1. (7) Reactant: [F:1][C:2]([F:20])([F:19])[C:3]([N:5]1[CH2:11][CH:10]([CH3:12])[C:9]2[CH:13]=[C:14]([Br:18])[C:15]([OH:17])=[CH:16][C:8]=2[CH2:7][CH2:6]1)=[O:4].[CH2:21](Br)[C:22]1[CH:27]=[CH:26][CH:25]=[CH:24][CH:23]=1.C1CCN2C(=NCCC2)CC1. Product: [F:20][C:2]([F:19])([F:1])[C:3]([N:5]1[CH2:11][CH:10]([CH3:12])[C:9]2[CH:13]=[C:14]([Br:18])[C:15]([O:17][CH2:21][C:22]3[CH:27]=[CH:26][CH:25]=[CH:24][CH:23]=3)=[CH:16][C:8]=2[CH2:7][CH2:6]1)=[O:4]. The catalyst class is: 317. (8) Reactant: [CH2:1]([C:5]1[C:9]([CH2:10]O)=[C:8]([CH3:12])[O:7][N:6]=1)[CH2:2][CH2:3][CH3:4].S(Cl)([Cl:15])=O. Product: [CH2:1]([C:5]1[C:9]([CH2:10][Cl:15])=[C:8]([CH3:12])[O:7][N:6]=1)[CH2:2][CH2:3][CH3:4]. The catalyst class is: 2. (9) Reactant: [CH2:1]([N:4]1[CH2:10][CH2:9][CH2:8][NH:7][CH2:6][CH2:5]1)[CH:2]=[CH2:3].Cl[C:12]1[N:13]=[CH:14][C:15]([C:18]([NH:20][C:21]2[NH:22][N:23]=[C:24]([CH2:26][CH2:27][C:28]3[CH:33]=[C:32]([O:34][CH3:35])[CH:31]=[C:30]([O:36][CH3:37])[CH:29]=3)[CH:25]=2)=[O:19])=[N:16][CH:17]=1. Product: [CH3:35][O:34][C:32]1[CH:33]=[C:28]([CH2:27][CH2:26][C:24]2[CH:25]=[C:21]([NH:20][C:18]([C:15]3[CH:14]=[N:13][C:12]([N:7]4[CH2:8][CH2:9][CH2:10][N:4]([CH2:1][CH:2]=[CH2:3])[CH2:5][CH2:6]4)=[CH:17][N:16]=3)=[O:19])[NH:22][N:23]=2)[CH:29]=[C:30]([O:36][CH3:37])[CH:31]=1. The catalyst class is: 376.